Task: Predict the reactants needed to synthesize the given product.. Dataset: Full USPTO retrosynthesis dataset with 1.9M reactions from patents (1976-2016) Given the product [F:29][C:30]1[CH:35]=[C:34]([C:2]2[CH:3]=[C:4]3[C:9](=[CH:10][CH:11]=2)[C:8](=[O:12])[NH:7][C:6](=[O:13])[C:5]3=[CH:14][NH:15][C:16]2[CH:17]=[CH:18][C:19]([N:22]3[CH2:27][CH2:26][N:25]([CH3:28])[CH2:24][CH2:23]3)=[CH:20][CH:21]=2)[CH:33]=[CH:32][CH:31]=1, predict the reactants needed to synthesize it. The reactants are: Br[C:2]1[CH:3]=[C:4]2[C:9](=[CH:10][CH:11]=1)[C:8](=[O:12])[NH:7][C:6](=[O:13])[C:5]2=[CH:14][NH:15][C:16]1[CH:21]=[CH:20][C:19]([N:22]2[CH2:27][CH2:26][N:25]([CH3:28])[CH2:24][CH2:23]2)=[CH:18][CH:17]=1.[F:29][C:30]1[CH:31]=[C:32](B(O)O)[CH:33]=[CH:34][CH:35]=1.C(=O)([O-])[O-].[Cs+].[Cs+].